Dataset: Catalyst prediction with 721,799 reactions and 888 catalyst types from USPTO. Task: Predict which catalyst facilitates the given reaction. (1) Reactant: [CH2:1]1[C@@H:13]2[C@@H:4]([C:5](=O)[NH:6][C:7]3[CH:8]=[CH:9][CH:10]=[CH:11][C:12]=32)[CH2:3][CH2:2]1.[H-].[Al+3].[Li+].[H-].[H-].[H-]. Product: [CH2:1]1[C@@H:13]2[C@H:4]([CH2:5][NH:6][C:7]3[CH:8]=[CH:9][CH:10]=[CH:11][C:12]=32)[CH2:3][CH2:2]1. The catalyst class is: 1. (2) Reactant: C([O-])([O-])=O.[K+].[K+].[CH2:7]([O:9][C:10]([C:12]1[C:13]2[CH:14]=[CH:15]C(OC)=[N:17][C:18]=2[C:19](OS(C(F)(F)F)(=O)=O)=[CH:20][CH:21]=1)=[O:11])[CH3:8].[CH3:32][N:33]([CH:35]=[O:36])[CH3:34]. Product: [CH2:7]([O:9][C:10]([C:12]1[C:13]2[CH:14]=[CH:15][C:35](=[O:36])[N:33]3[CH2:34][C@H:18]([NH2:17])[C:19](=[CH:20][CH:21]=1)[C:32]=23)=[O:11])[CH3:8]. The catalyst class is: 257. (3) Reactant: C([O:5][C:6]([CH:8]1[CH:12]([C:13]2[CH:18]=[CH:17][CH:16]=[C:15]([Cl:19])[C:14]=2[F:20])[C:11]([C:23]2[CH:28]=[CH:27][C:26]([Cl:29])=[CH:25][C:24]=2[F:30])([C:21]#[N:22])[CH:10]([CH2:31][C:32]([C:35]2[CH2:36][CH2:37][N:38]([CH2:41][C:42]3[CH:47]=[CH:46][CH:45]=[CH:44][CH:43]=3)[CH2:39][CH:40]=2)([CH3:34])[CH3:33])[NH:9]1)=[O:7])(C)(C)C.[F:48][C:49]([F:54])([F:53])[C:50]([OH:52])=[O:51]. Product: [F:48][C:49]([F:54])([F:53])[C:50]([OH:52])=[O:51].[CH2:41]([N:38]1[CH2:37][CH:36]=[C:35]([C:32]([CH3:34])([CH3:33])[CH2:31][CH:10]2[NH:9][CH:8]([C:6]([OH:7])=[O:5])[CH:12]([C:13]3[CH:18]=[CH:17][CH:16]=[C:15]([Cl:19])[C:14]=3[F:20])[C:11]2([C:23]2[CH:28]=[CH:27][C:26]([Cl:29])=[CH:25][C:24]=2[F:30])[C:21]#[N:22])[CH2:40][CH2:39]1)[C:42]1[CH:47]=[CH:46][CH:45]=[CH:44][CH:43]=1. The catalyst class is: 4. (4) Reactant: [CH3:1][O:2][C:3]1[CH:8]=[CH:7][CH:6]=[CH:5][C:4]=1[SH:9].C(=O)([O-])[O-].[K+].[K+].[Cl:16][CH:17]1[CH:29]=[C:21]2[CH2:22][O:23][CH2:24][C:25]3[CH:26]=[CH:27][CH:28]=[C:19]([C:20]=32)[C:18]1([C:32]1[N:37]=[C:36](S(C)=O)[N:35]=[C:34]([NH2:41])[N:33]=1)[C:30]#[N:31].O. Product: [Cl:16][CH:17]1[CH:29]=[C:21]2[CH2:22][O:23][CH2:24][C:25]3[CH:26]=[CH:27][CH:28]=[C:19]([C:20]=32)[C:18]1([C:32]1[N:37]=[C:36]([S:9][C:4]2[CH:5]=[CH:6][CH:7]=[CH:8][C:3]=2[O:2][CH3:1])[N:35]=[C:34]([NH2:41])[N:33]=1)[C:30]#[N:31]. The catalyst class is: 42. (5) Reactant: [CH2:1]([SH:8])[C:2]1[CH:7]=[CH:6][CH:5]=[CH:4][CH:3]=1.[H-].[Na+].Br[C:12]1[CH:17]=[CH:16][C:15]([Br:18])=[CH:14][N:13]=1. Product: [CH2:1]([S:8][C:12]1[CH:17]=[CH:16][C:15]([Br:18])=[CH:14][N:13]=1)[C:2]1[CH:7]=[CH:6][CH:5]=[CH:4][CH:3]=1. The catalyst class is: 7. (6) Reactant: Br[C:2]1[CH:7]=[CH:6][C:5]([C:8]#[N:9])=[CH:4][N:3]=1.[C:10]([NH2:14])([CH3:13])([CH3:12])[CH3:11]. Product: [C:10]([NH:14][C:2]1[CH:7]=[CH:6][C:5]([C:8]#[N:9])=[CH:4][N:3]=1)([CH3:13])([CH3:12])[CH3:11]. The catalyst class is: 1. (7) Reactant: C(OP([CH2:9][C:10]([O:12][CH3:13])=[O:11])(OCC)=O)C.[H-].[Na+].[Br:16][C:17]1[S:21][C:20]([S:22]([N:25]2[C:33]3[C:28](=[CH:29][C:30]([CH:34]=O)=[CH:31][CH:32]=3)[CH:27]=[CH:26]2)(=[O:24])=[O:23])=[CH:19][CH:18]=1.C(OCC)(=O)C. Product: [CH3:13][O:12][C:10](=[O:11])/[CH:9]=[CH:34]/[C:30]1[CH:29]=[C:28]2[C:33](=[CH:32][CH:31]=1)[N:25]([S:22]([C:20]1[S:21][C:17]([Br:16])=[CH:18][CH:19]=1)(=[O:23])=[O:24])[CH:26]=[CH:27]2. The catalyst class is: 1. (8) Reactant: [Br:1][C:2]1[C:3]([OH:18])=[C:4]([C:10]2[N:11]=[C:12]([C:15]([OH:17])=O)[S:13][CH:14]=2)[CH:5]=[C:6]([Br:9])[C:7]=1[OH:8].[CH2:19]([CH:26]1[CH2:31][CH2:30][NH:29][CH2:28][CH2:27]1)[C:20]1[CH:25]=[CH:24][CH:23]=[CH:22][CH:21]=1.ON1C2C=CC=CC=2N=N1.C(N(CC)C(C)C)(C)C. Product: [CH2:19]([CH:26]1[CH2:31][CH2:30][N:29]([C:15]([C:12]2[S:13][CH:14]=[C:10]([C:4]3[CH:5]=[C:6]([Br:9])[C:7]([OH:8])=[C:2]([Br:1])[C:3]=3[OH:18])[N:11]=2)=[O:17])[CH2:28][CH2:27]1)[C:20]1[CH:25]=[CH:24][CH:23]=[CH:22][CH:21]=1. The catalyst class is: 9. (9) Reactant: I[C:2]1[C:3](=[O:22])[NH:4][C:5](=[O:21])[N:6]([CH:20]=1)[C@@H:7]1[O:19][C@H:10]([CH2:11][O:12][C:13](=[O:18])[C:14]([CH3:17])([CH3:16])[CH3:15])[CH2:9][CH2:8]1.[CH:23]1[C:40]2=[C:41]3[C:30]([C:31]4[C:42]5[C:35](=[CH:36][CH:37]=[CH:38][C:39]2=5)[CH:34]=[CH:33][CH:32]=4)=[CH:29][CH:28]=[CH:27][C:26]3=[C:25]([C:43]#[CH:44])[CH:24]=1.CCN(CC)CC. Product: [CH:23]1[C:40]2=[C:41]3[C:30]([C:31]4[C:42]5[C:35](=[CH:36][CH:37]=[CH:38][C:39]2=5)[CH:34]=[CH:33][CH:32]=4)=[CH:29][CH:28]=[CH:27][C:26]3=[C:25]([C:43]#[C:44][C:2]2[C:3](=[O:22])[NH:4][C:5](=[O:21])[N:6]([CH:20]=2)[C@@H:7]2[O:19][C@H:10]([CH2:11][O:12][C:13](=[O:18])[C:14]([CH3:17])([CH3:16])[CH3:15])[CH2:9][CH2:8]2)[CH:24]=1. The catalyst class is: 441.